This data is from Catalyst prediction with 721,799 reactions and 888 catalyst types from USPTO. The task is: Predict which catalyst facilitates the given reaction. (1) Reactant: C(OC(=O)[NH:7][C:8]1[CH:13]=[C:12]([O:14][CH3:15])[C:11]([C:16]([F:19])([F:18])[F:17])=[CH:10][C:9]=1[NH:20][C:21](=[O:37])[CH2:22][C:23](=O)[C:24]1[CH:29]=[CH:28][CH:27]=[C:26]([C:30]2[CH:31]=[N:32][CH:33]=[CH:34][CH:35]=2)[CH:25]=1)(C)(C)C.C(O)(C(F)(F)F)=O. The catalyst class is: 2. Product: [CH3:15][O:14][C:12]1[C:11]([C:16]([F:19])([F:18])[F:17])=[CH:10][C:9]2[NH:20][C:21](=[O:37])[CH2:22][C:23]([C:24]3[CH:29]=[CH:28][CH:27]=[C:26]([C:30]4[CH:31]=[N:32][CH:33]=[CH:34][CH:35]=4)[CH:25]=3)=[N:7][C:8]=2[CH:13]=1. (2) Reactant: [O:1]1[C@H:3]2[C@:4]3([CH2:19][CH2:18][C@H:17]4[C@@H:8]([CH2:9][CH2:10][C:11]5[CH:12]=[C:13]([O:20][CH3:21])[CH:14]=[CH:15][C:16]=54)[C@@H:6]3[CH2:7][C@@H:2]12)[CH3:5].[N-:22]=[N+:23]=[N-:24].[Na+].CS(C)=O.C(O)(=O)C. Product: [N:22]([C@H:2]1[CH2:7][C@H:6]2[C@H:8]3[C@H:17]([CH2:18][CH2:19][C@:4]2([CH3:5])[C@@H:3]1[OH:1])[C:16]1[CH:15]=[CH:14][C:13]([O:20][CH3:21])=[CH:12][C:11]=1[CH2:10][CH2:9]3)=[N+:23]=[N-:24]. The catalyst class is: 6. (3) Reactant: C(Cl)(=O)C(Cl)=O.CS(C)=O.[Cl:11][C:12]1[CH:13]=[N:14][C:15]([N:18]2[CH2:23][CH2:22][CH:21]([C@H:24]3[CH2:26][C@H:25]3[CH2:27][CH2:28][OH:29])[CH2:20][CH2:19]2)=[N:16][CH:17]=1. Product: [Cl:11][C:12]1[CH:13]=[N:14][C:15]([N:18]2[CH2:23][CH2:22][CH:21]([C@H:24]3[CH2:26][C@H:25]3[CH2:27][CH:28]=[O:29])[CH2:20][CH2:19]2)=[N:16][CH:17]=1. The catalyst class is: 34. (4) Reactant: Cl.Cl.[N:3]1[CH:8]=[CH:7][C:6]([C:9]2[N:17]=[CH:16][CH:15]=[CH:14][C:10]=2[C:11]([OH:13])=O)=[N:5][CH:4]=1.[CH2:18]([C:25]1([OH:31])[CH2:30][CH2:29][NH:28][CH2:27][CH2:26]1)[C:19]1[CH:24]=[CH:23][CH:22]=[CH:21][CH:20]=1.CN(C(ON1N=NC2C=CC=NC1=2)=[N+](C)C)C.F[P-](F)(F)(F)(F)F.C(N(CC)CC)C. Product: [CH2:18]([C:25]1([OH:31])[CH2:30][CH2:29][N:28]([C:11]([C:10]2[C:9]([C:6]3[CH:7]=[CH:8][N:3]=[CH:4][N:5]=3)=[N:17][CH:16]=[CH:15][CH:14]=2)=[O:13])[CH2:27][CH2:26]1)[C:19]1[CH:20]=[CH:21][CH:22]=[CH:23][CH:24]=1. The catalyst class is: 18. (5) Reactant: [O:1]=[C:2]1[N:7]([NH:8][C:9]2[CH:14]=[CH:13][CH:12]=[CH:11][CH:10]=2)[C:6]([C@H:15]([NH:19]C(=O)OC(C)(C)C)[CH2:16][C:17]#[CH:18])=[N:5][C:4]2[CH:27]=[CH:28][CH:29]=[N:30][C:3]1=2.Cl. Product: [NH2:19][C@@H:15]([C:6]1[N:7]([NH:8][C:9]2[CH:14]=[CH:13][CH:12]=[CH:11][CH:10]=2)[C:2](=[O:1])[C:3]2[N:30]=[CH:29][CH:28]=[CH:27][C:4]=2[N:5]=1)[CH2:16][C:17]#[CH:18]. The catalyst class is: 5. (6) Reactant: [CH2:1]([C:3]1[CH:9]=[C:8]([O:10][CH3:11])[CH:7]=[CH:6][C:4]=1[NH2:5])[CH3:2].C(N(CC)CC)C.[C:19](Cl)(Cl)=[S:20]. Product: [CH2:1]([C:3]1[CH:9]=[C:8]([O:10][CH3:11])[CH:7]=[CH:6][C:4]=1[N:5]=[C:19]=[S:20])[CH3:2]. The catalyst class is: 4. (7) Reactant: C([O-])([O-])=O.[Cs+].[Cs+].[CH:7]1([N:10]2[C:14]([C:15]3[CH:20]=[CH:19][N:18]=[CH:17][CH:16]=3)=[N:13][NH:12][C:11]2=[S:21])[CH2:9][CH2:8]1.Cl[CH:23]([C:25]1[CH:29]=[N:28][N:27]([C:30]2[CH:35]=[CH:34][CH:33]=[C:32]([Cl:36])[CH:31]=2)[N:26]=1)[CH3:24]. Product: [Cl:36][C:32]1[CH:31]=[C:30]([N:27]2[N:26]=[C:25]([CH:23]([S:21][C:11]3[N:10]([CH:7]4[CH2:9][CH2:8]4)[C:14]([C:15]4[CH:20]=[CH:19][N:18]=[CH:17][CH:16]=4)=[N:13][N:12]=3)[CH3:24])[CH:29]=[N:28]2)[CH:35]=[CH:34][CH:33]=1. The catalyst class is: 163.